From a dataset of Full USPTO retrosynthesis dataset with 1.9M reactions from patents (1976-2016). Predict the reactants needed to synthesize the given product. (1) Given the product [Br:7][C:8]1[CH:9]=[C:10]([CH:19]=[CH:20][CH:21]=1)[C:11]([NH:13][CH2:14][CH2:15][CH2:16][CH:17]=[O:18])=[O:12], predict the reactants needed to synthesize it. The reactants are: C(Cl)(=O)C(Cl)=O.[Br:7][C:8]1[CH:9]=[C:10]([CH:19]=[CH:20][CH:21]=1)[C:11]([NH:13][CH2:14][CH2:15][CH2:16][CH2:17][OH:18])=[O:12].C(N(CC)CC)C. (2) Given the product [NH2:1][C:4]1[CH:9]=[CH:8][C:7]([CH:10]=[CH:11][CH:12]=[CH:13][C:14]2[CH:19]=[CH:18][C:17]([CH:20]=[CH:21][CH:22]=[CH:23][C:24]3[CH:25]=[CH:26][C:27]([NH2:30])=[CH:28][CH:29]=3)=[CH:16][CH:15]=2)=[CH:6][CH:5]=1, predict the reactants needed to synthesize it. The reactants are: [N+:1]([C:4]1[CH:9]=[CH:8][C:7]([CH:10]=[CH:11][CH:12]=[CH:13][C:14]2[CH:19]=[CH:18][C:17]([CH:20]=[CH:21][CH:22]=[CH:23][C:24]3[CH:29]=[CH:28][C:27]([N+:30]([O-])=O)=[CH:26][CH:25]=3)=[CH:16][CH:15]=2)=[CH:6][CH:5]=1)([O-])=O.CN(C)C=O.Cl.[OH-].[Na+]. (3) Given the product [NH2:1][C:2]1[CH:6]=[C:5]([C:7]2[CH:12]=[CH:11][CH:10]=[CH:9][CH:8]=2)[Se:4][C:3]=1[C:13]([NH2:14])=[O:17], predict the reactants needed to synthesize it. The reactants are: [NH2:1][C:2]1[CH:6]=[C:5]([C:7]2[CH:12]=[CH:11][CH:10]=[CH:9][CH:8]=2)[Se:4][C:3]=1[C:13]#[N:14].C([OH:17])C. (4) Given the product [F:32][C:33]1[CH:38]=[C:37]([F:39])[CH:36]=[CH:35][C:34]=1[O:1][CH:2]([C:4]1[CH:12]=[CH:11][C:7]([C:8]([O:10][CH3:13])=[O:9])=[CH:6][CH:5]=1)[CH3:3], predict the reactants needed to synthesize it. The reactants are: [OH:1][CH:2]([C:4]1[CH:12]=[CH:11][C:7]([C:8]([O-:10])=[O:9])=[CH:6][CH:5]=1)[CH3:3].[C:13]1(P(C2C=CC=CC=2)C2C=CC=CC=2)C=CC=CC=1.[F:32][C:33]1[CH:38]=[C:37]([F:39])[CH:36]=[CH:35][C:34]=1O.CC(OC(/N=N/C(OC(C)C)=O)=O)C.